Dataset: NCI-60 drug combinations with 297,098 pairs across 59 cell lines. Task: Regression. Given two drug SMILES strings and cell line genomic features, predict the synergy score measuring deviation from expected non-interaction effect. (1) Drug 1: CN(CC1=CN=C2C(=N1)C(=NC(=N2)N)N)C3=CC=C(C=C3)C(=O)NC(CCC(=O)O)C(=O)O. Drug 2: C1C(C(OC1N2C=NC3=C2NC=NCC3O)CO)O. Cell line: OVCAR3. Synergy scores: CSS=44.7, Synergy_ZIP=-1.87, Synergy_Bliss=-2.30, Synergy_Loewe=-10.5, Synergy_HSA=-2.01. (2) Drug 1: CN(C)N=NC1=C(NC=N1)C(=O)N. Drug 2: C(CN)CNCCSP(=O)(O)O. Cell line: HCT116. Synergy scores: CSS=45.4, Synergy_ZIP=11.9, Synergy_Bliss=14.4, Synergy_Loewe=15.5, Synergy_HSA=17.5. (3) Drug 1: C1=NC2=C(N=C(N=C2N1C3C(C(C(O3)CO)O)F)Cl)N. Drug 2: COCCOC1=C(C=C2C(=C1)C(=NC=N2)NC3=CC=CC(=C3)C#C)OCCOC.Cl. Cell line: OVCAR-8. Synergy scores: CSS=31.0, Synergy_ZIP=-2.31, Synergy_Bliss=-2.75, Synergy_Loewe=-2.10, Synergy_HSA=-2.07. (4) Drug 1: CC1=C2C(C(=O)C3(C(CC4C(C3C(C(C2(C)C)(CC1OC(=O)C(C(C5=CC=CC=C5)NC(=O)C6=CC=CC=C6)O)O)OC(=O)C7=CC=CC=C7)(CO4)OC(=O)C)O)C)OC(=O)C. Drug 2: C(CN)CNCCSP(=O)(O)O. Cell line: SW-620. Synergy scores: CSS=30.3, Synergy_ZIP=12.5, Synergy_Bliss=12.3, Synergy_Loewe=-18.2, Synergy_HSA=8.05. (5) Drug 1: CCC1=CC2CC(C3=C(CN(C2)C1)C4=CC=CC=C4N3)(C5=C(C=C6C(=C5)C78CCN9C7C(C=CC9)(C(C(C8N6C)(C(=O)OC)O)OC(=O)C)CC)OC)C(=O)OC.C(C(C(=O)O)O)(C(=O)O)O. Drug 2: C(CN)CNCCSP(=O)(O)O. Cell line: SF-539. Synergy scores: CSS=60.9, Synergy_ZIP=-0.0591, Synergy_Bliss=-0.211, Synergy_Loewe=-66.4, Synergy_HSA=-0.898. (6) Drug 1: CC1C(C(CC(O1)OC2CC(CC3=C2C(=C4C(=C3O)C(=O)C5=C(C4=O)C(=CC=C5)OC)O)(C(=O)C)O)N)O.Cl. Drug 2: CN(C)C1=NC(=NC(=N1)N(C)C)N(C)C. Cell line: HOP-92. Synergy scores: CSS=35.6, Synergy_ZIP=-1.17, Synergy_Bliss=3.53, Synergy_Loewe=-22.3, Synergy_HSA=2.91. (7) Drug 1: CC1OCC2C(O1)C(C(C(O2)OC3C4COC(=O)C4C(C5=CC6=C(C=C35)OCO6)C7=CC(=C(C(=C7)OC)O)OC)O)O. Drug 2: CC1C(C(CC(O1)OC2CC(OC(C2O)C)OC3=CC4=CC5=C(C(=O)C(C(C5)C(C(=O)C(C(C)O)O)OC)OC6CC(C(C(O6)C)O)OC7CC(C(C(O7)C)O)OC8CC(C(C(O8)C)O)(C)O)C(=C4C(=C3C)O)O)O)O. Cell line: NCI-H322M. Synergy scores: CSS=-2.82, Synergy_ZIP=-1.52, Synergy_Bliss=-9.94, Synergy_Loewe=-10.6, Synergy_HSA=-10.6. (8) Drug 1: C1CNP(=O)(OC1)N(CCCl)CCCl. Drug 2: C(CCl)NC(=O)N(CCCl)N=O. Cell line: T-47D. Synergy scores: CSS=0.449, Synergy_ZIP=1.30, Synergy_Bliss=1.02, Synergy_Loewe=0.650, Synergy_HSA=-1.24. (9) Drug 1: CCC1(CC2CC(C3=C(CCN(C2)C1)C4=CC=CC=C4N3)(C5=C(C=C6C(=C5)C78CCN9C7C(C=CC9)(C(C(C8N6C=O)(C(=O)OC)O)OC(=O)C)CC)OC)C(=O)OC)O.OS(=O)(=O)O. Drug 2: CC1=C2C(C(=O)C3(C(CC4C(C3C(C(C2(C)C)(CC1OC(=O)C(C(C5=CC=CC=C5)NC(=O)C6=CC=CC=C6)O)O)OC(=O)C7=CC=CC=C7)(CO4)OC(=O)C)O)C)OC(=O)C. Cell line: DU-145. Synergy scores: CSS=29.8, Synergy_ZIP=0.758, Synergy_Bliss=5.24, Synergy_Loewe=-1.13, Synergy_HSA=3.03.